Dataset: Reaction yield outcomes from USPTO patents with 853,638 reactions. Task: Predict the reaction yield, written as a fraction of the theoretical maximum amount of product (1.0 means a 100% yield; for example, 0.34 means a 34% yield). The reactants are Cl[C:2]1[C:7]([CH:8]=O)=[CH:6][N:5]=[C:4]2[NH:10][CH:11]=[CH:12][C:3]=12.Cl.[CH:14]1([NH:20][NH2:21])[CH2:19][CH2:18][CH2:17][CH2:16][CH2:15]1.CCN(C(C)C)C(C)C. The catalyst is CC(O)(C)C. The product is [CH:14]1([N:20]2[C:2]3=[C:3]4[CH:12]=[CH:11][NH:10][C:4]4=[N:5][CH:6]=[C:7]3[CH:8]=[N:21]2)[CH2:19][CH2:18][CH2:17][CH2:16][CH2:15]1. The yield is 0.340.